Dataset: Forward reaction prediction with 1.9M reactions from USPTO patents (1976-2016). Task: Predict the product of the given reaction. (1) The product is: [OH:23][C:18]1[CH:19]=[CH:20][CH:21]=[CH:22][C:17]=1[O:16][C:11]1[CH:12]=[CH:13][CH:14]=[CH:15][C:10]=1[C:9]([OH:31])=[O:8]. Given the reactants C([O:8][C:9](=[O:31])[C:10]1[CH:15]=[CH:14][CH:13]=[CH:12][C:11]=1[O:16][C:17]1[CH:22]=[CH:21][CH:20]=[CH:19][C:18]=1[O:23]CC1C=CC=CC=1)C1C=CC=CC=1, predict the reaction product. (2) Given the reactants [C:1]([N:4]1[C:11]2[CH:12]=[CH:13][CH:14]=[CH:15][C:10]=2[CH:9]=[CH:8][C:7]2[N:16]=[C:17](Cl)[C:18]([F:20])=[CH:19][C:6]=2[CH2:5]1)(=[O:3])[CH3:2].CC1(C)C(C)(C)OB([C:30]2[CH:31]=[CH:32][C:33]([N:36]3[CH2:41][CH2:40][O:39][CH2:38][CH2:37]3)=[N:34][CH:35]=2)O1.C(N1C2C=CC=CC=2C=CC2N=C(C3C=NC(OC)=CC=3)C(F)=CC=2C1)(=O)C, predict the reaction product. The product is: [C:1]([N:4]1[C:11]2[CH:12]=[CH:13][CH:14]=[CH:15][C:10]=2[CH:9]=[CH:8][C:7]2[N:16]=[C:17]([C:30]3[CH:35]=[N:34][C:33]([N:36]4[CH2:37][CH2:38][O:39][CH2:40][CH2:41]4)=[CH:32][CH:31]=3)[C:18]([F:20])=[CH:19][C:6]=2[CH2:5]1)(=[O:3])[CH3:2]. (3) Given the reactants [C:1]([O:4][CH2:5][CH2:6][NH:7][C:8]1[CH:13]=[CH:12][CH:11]=[C:10]([CH2:14][NH:15][S:16]([C:19]2[CH:24]=[CH:23][CH:22]=[CH:21][N:20]=2)(=[O:18])=[O:17])[N:9]=1)(=O)[CH3:2].[CH2:25]([O:29][C:30]1[CH:37]=[CH:36][C:33]([CH2:34]O)=[CH:32][CH:31]=1)[CH2:26][CH2:27][CH3:28].C(P(CCCC)CCCC)CCC.CN(C)C(N=NC(N(C)C)=O)=[O:54], predict the reaction product. The product is: [CH2:25]([O:29][C:30]1[CH:31]=[CH:32][C:33]([CH2:34][CH:14]([NH:15][S:16]([C:19]2[CH:24]=[CH:23][CH:22]=[CH:21][N:20]=2)(=[O:18])=[O:17])[C:10]2[N:9]=[C:8]([NH:7][CH2:6][C:5]([O:4][CH2:1][CH3:2])=[O:54])[CH:13]=[CH:12][CH:11]=2)=[CH:36][CH:37]=1)[CH2:26][CH2:27][CH3:28]. (4) Given the reactants [N-]=[C:2]=[O:3].[Cl:4][C:5]1[CH:10]=[CH:9][C:8]([NH2:11])=[C:7]([N+:12]([O-:14])=[O:13])[CH:6]=1.O=C(Cl)OC(Cl)(Cl)Cl.[C:23]([OH:27])([CH3:26])([CH3:25])[CH3:24], predict the reaction product. The product is: [C:23]([O:27][C:2](=[O:3])[NH:11][C:8]1[CH:9]=[CH:10][C:5]([Cl:4])=[CH:6][C:7]=1[N+:12]([O-:14])=[O:13])([CH3:26])([CH3:25])[CH3:24].